This data is from Forward reaction prediction with 1.9M reactions from USPTO patents (1976-2016). The task is: Predict the product of the given reaction. Given the reactants [CH3:1][N:2]1[CH2:7][CH2:6][CH2:5][N:4]([C:8]2[C:9]([CH3:23])=[N:10][CH:11]=[C:12](B3OC(C)(C)C(C)(C)O3)[CH:13]=2)[S:3]1(=[O:25])=[O:24].Cl[C:27]1[CH:32]=[CH:31][N:30]=[C:29]([NH:33][C:34]2[CH:39]=[CH:38][N:37]=[C:36]([CH3:40])[N:35]=2)N=1.P([O-])([O-])([O-])=O.[K+].[K+].[K+].O1CCOC[CH2:50]1, predict the reaction product. The product is: [CH3:23][C:9]1[N:10]=[CH:11][C:12]([C:27]2[CH:32]=[CH:31][N:30]=[C:29]([NH:33][C:34]3[CH:39]=[CH:38][N:37]=[C:36]([CH3:40])[N:35]=3)[CH:50]=2)=[CH:13][C:8]=1[N:4]1[CH2:5][CH2:6][CH2:7][N:2]([CH3:1])[S:3]1(=[O:24])=[O:25].